This data is from Forward reaction prediction with 1.9M reactions from USPTO patents (1976-2016). The task is: Predict the product of the given reaction. Given the reactants [C:1]1([OH:12])[C:10]2[C:5](=[CH:6][CH:7]=[C:8](O)[CH:9]=2)[CH:4]=[CH:3][CH:2]=1.[CH2:13]([N:20]1[CH2:25][CH2:24][NH:23][CH2:22][CH2:21]1)[C:14]1[CH:19]=[CH:18][CH:17]=[CH:16][CH:15]=1.S(OS([O-])=O)([O-])=O.[Na+].[Na+], predict the reaction product. The product is: [CH2:13]([N:20]1[CH2:25][CH2:24][N:23]([C:8]2[CH:9]=[C:10]3[C:5]([CH:4]=[CH:3][CH:2]=[C:1]3[OH:12])=[CH:6][CH:7]=2)[CH2:22][CH2:21]1)[C:14]1[CH:15]=[CH:16][CH:17]=[CH:18][CH:19]=1.